Regression. Given a peptide amino acid sequence and an MHC pseudo amino acid sequence, predict their binding affinity value. This is MHC class I binding data. From a dataset of Peptide-MHC class I binding affinity with 185,985 pairs from IEDB/IMGT. The peptide sequence is SEEPSPYQQY. The binding affinity (normalized) is 0. The MHC is HLA-B08:01 with pseudo-sequence HLA-B08:01.